From a dataset of Reaction yield outcomes from USPTO patents with 853,638 reactions. Predict the reaction yield, written as a fraction of the theoretical maximum amount of product (1.0 means a 100% yield; for example, 0.34 means a 34% yield). (1) The yield is 0.700. The catalyst is C1COCC1.C(Cl)Cl.C(OCC)(=O)C. The product is [CH2:39]([C:5]1([C:19]2[CH:24]=[CH:23][C:22]([F:25])=[CH:21][CH:20]=2)[C:4]2[C:9](=[CH:10][CH:11]=[C:2]([Cl:1])[CH:3]=2)[NH:8][C:7](=[O:12])[N:6]1[CH2:13][C:14]([F:17])([F:16])[F:15])[CH:38]=[CH2:37]. The reactants are [Cl:1][C:2]1[CH:3]=[C:4]2[C:9](=[CH:10][CH:11]=1)[NH:8][C:7](=[O:12])[N:6]([CH2:13][C:14]([F:17])([F:16])[F:15])[C:5]2([C:19]1[CH:24]=[CH:23][C:22]([F:25])=[CH:21][CH:20]=1)O.C(N(CC)CC)C.S(Cl)(Cl)=O.[CH2:37]([Mg]Br)[CH:38]=[CH2:39].C(O)(=O)CC(CC(O)=O)(C(O)=O)O. (2) The reactants are [F:1][C:2]1([F:29])[CH2:7][CH2:6][CH:5]([CH2:8][C:9]2[N:13]3[C:14]([CH3:24])=[CH:15][C:16]([C:18](N(OC)C)=[O:19])=[CH:17][C:12]3=[N:11][C:10]=2[C:25]([F:28])([F:27])[F:26])[CH2:4][CH2:3]1.[H-].[Al+3].[Li+].[H-].[H-].[H-].O.[OH-].[Na+]. The catalyst is C1COCC1. The product is [F:29][C:2]1([F:1])[CH2:3][CH2:4][CH:5]([CH2:8][C:9]2[N:13]3[C:14]([CH3:24])=[CH:15][C:16]([CH:18]=[O:19])=[CH:17][C:12]3=[N:11][C:10]=2[C:25]([F:26])([F:27])[F:28])[CH2:6][CH2:7]1. The yield is 0.530. (3) The reactants are CO[C:3](=[O:25])[C:4]1[CH:9]=[C:8]([CH2:10][CH2:11][CH2:12][O:13]C2CCCCO2)[C:7]([C:20]([F:23])([F:22])[F:21])=[CH:6][C:5]=1[NH2:24].CC[N:28]([CH2:31]C)CC.[CH3:33][S:34]([NH:37]N)(=[O:36])=[O:35].[OH-:39].[Na+].Cl. The catalyst is C1COCC1.CCOC(C)=O. The product is [OH:13][CH2:12][CH2:11][CH2:10][C:8]1[CH:9]=[C:4]2[C:5](=[CH:6][C:7]=1[C:20]([F:21])([F:22])[F:23])[NH:24][C:31](=[O:39])[N:28]([NH:37][S:34]([CH3:33])(=[O:36])=[O:35])[C:3]2=[O:25]. The yield is 0.0900. (4) The reactants are [Cl:1][C:2]1[C:3](F)=[N:4][CH:5]=[C:6]([Cl:8])[CH:7]=1.[CH2:10]([Sn](CCCC)(CCCC)C=C)[CH2:11]CC. The catalyst is C1(C)C=CC=CC=1.C1C=CC([P]([Pd]([P](C2C=CC=CC=2)(C2C=CC=CC=2)C2C=CC=CC=2)([P](C2C=CC=CC=2)(C2C=CC=CC=2)C2C=CC=CC=2)[P](C2C=CC=CC=2)(C2C=CC=CC=2)C2C=CC=CC=2)(C2C=CC=CC=2)C2C=CC=CC=2)=CC=1. The product is [Cl:1][C:2]1[C:3]([CH:10]=[CH2:11])=[N:4][CH:5]=[C:6]([Cl:8])[CH:7]=1. The yield is 0.620. (5) The reactants are [CH2:1]([O:3][C:4](=[O:21])[CH2:5][CH:6](C)[C:7](C1C=CC(OCCCCl)=CC=1)=[O:8])[CH3:2].C([O-])([O-])=O.[K+].[K+]. The catalyst is CC#N.C(Cl)Cl. The product is [CH2:1]([O:3][C:4](=[O:21])[CH2:5][CH2:6][CH:7]=[O:8])[CH3:2]. The yield is 1.00.